From a dataset of Forward reaction prediction with 1.9M reactions from USPTO patents (1976-2016). Predict the product of the given reaction. (1) Given the reactants [OH:1][C:2]1[CH:7]=[CH:6][C:5]([C:8]2[N:9]=[CH:10][N:11]([C:13]([N:15]([CH:17]3[CH2:22][CH2:21][N:20]([C:23]4[CH:28]=[CH:27][C:26]([O:29][CH3:30])=[CH:25][CH:24]=4)[CH2:19][CH2:18]3)[CH3:16])=[O:14])[CH:12]=2)=[CH:4][CH:3]=1.[S:31](Cl)(=[O:34])(=[O:33])[NH2:32], predict the reaction product. The product is: [S:31](=[O:34])(=[O:33])([O:1][C:2]1[CH:3]=[CH:4][C:5]([C:8]2[N:9]=[CH:10][N:11]([C:13](=[O:14])[N:15]([CH:17]3[CH2:18][CH2:19][N:20]([C:23]4[CH:24]=[CH:25][C:26]([O:29][CH3:30])=[CH:27][CH:28]=4)[CH2:21][CH2:22]3)[CH3:16])[CH:12]=2)=[CH:6][CH:7]=1)[NH2:32]. (2) Given the reactants [NH2:1][CH2:2][C@H:3]1[N:8]([C:9]([C:11]2[N:12]=[C:13]([CH3:23])[S:14][C:15]=2[C:16]2[CH:17]=[C:18]([CH3:22])[CH:19]=[CH:20][CH:21]=2)=[O:10])[CH2:7][C@@H:6]2[C@H:4]1[CH2:5]2.[N:24]1[N:28]2[CH:29]=[CH:30][CH:31]=[CH:32][C:27]2=[C:26]([C:33](O)=[O:34])[CH:25]=1, predict the reaction product. The product is: [CH3:23][C:13]1[S:14][C:15]([C:16]2[CH:17]=[C:18]([CH3:22])[CH:19]=[CH:20][CH:21]=2)=[C:11]([C:9]([N:8]2[CH2:7][C@@H:6]3[C@@H:4]([CH2:5]3)[C@H:3]2[CH2:2][NH:1][C:33]([C:26]2[CH:25]=[N:24][N:28]3[CH:29]=[CH:30][CH:31]=[CH:32][C:27]=23)=[O:34])=[O:10])[N:12]=1. (3) Given the reactants [Cl:1][C:2]1[CH:7]=[CH:6][C:5]([CH2:8][C@@H:9]([NH:29]C(=O)OC(C)(C)C)[C:10]([N:12]2[CH2:17][CH2:16][N:15]([C:18]3[C:19]4[C@H:26]([CH3:27])[CH2:25][CH2:24][C:20]=4[N:21]=[CH:22][N:23]=3)[C@@H:14]([CH3:28])[CH2:13]2)=[O:11])=[CH:4][CH:3]=1.[ClH:37], predict the reaction product. The product is: [ClH:1].[ClH:37].[NH2:29][C@H:9]([CH2:8][C:5]1[CH:6]=[CH:7][C:2]([Cl:1])=[CH:3][CH:4]=1)[C:10]([N:12]1[CH2:17][CH2:16][N:15]([C:18]2[C:19]3[C@H:26]([CH3:27])[CH2:25][CH2:24][C:20]=3[N:21]=[CH:22][N:23]=2)[C@@H:14]([CH3:28])[CH2:13]1)=[O:11].